Dataset: Catalyst prediction with 721,799 reactions and 888 catalyst types from USPTO. Task: Predict which catalyst facilitates the given reaction. (1) Reactant: C1C2C(COC(=O)[NH:17][C:18]3[CH:23]=[C:22]([S:24]([NH:27][CH2:28][C:29]4[CH:30]=[N:31][CH:32]=[CH:33][CH:34]=4)(=[O:26])=[O:25])[C:21]([CH3:35])=[CH:20][C:19]=3[CH3:36])C3C(=CC=CC=3)C=2C=CC=1.N1CCCCC1.O.CCOC(C)=O. Product: [NH2:17][C:18]1[C:19]([CH3:36])=[CH:20][C:21]([CH3:35])=[C:22]([S:24]([NH:27][CH2:28][C:29]2[CH:30]=[N:31][CH:32]=[CH:33][CH:34]=2)(=[O:26])=[O:25])[CH:23]=1. The catalyst class is: 44. (2) Reactant: [C:1](N)(=O)C1C=CC=CC=1.CN(C)C(=O)[C:13]1[CH:18]=[CH:17][CH:16]=[CH:15][C:14]=1[CH:19]1[CH2:24][CH2:23][C:22](=[O:25])[CH2:21][CH2:20]1.[O:43]=[C:32]([NH:31][C@@H:30]1CCNC1)[CH2:30][NH:31][C:32](=[O:43])C1C=CC=C(C(F)(F)F)C=1.C(O[BH-](OC(=O)C)OC(=O)C)(=O)C.[Na+]. Product: [CH3:30][N:31]([CH3:1])[C:32](=[O:43])[C:17]1[CH:18]=[CH:13][C:14]([CH:19]2[CH2:20][CH2:21][C:22](=[O:25])[CH2:23][CH2:24]2)=[CH:15][CH:16]=1. The catalyst class is: 2. (3) Reactant: [C:1]([C:3]1[CH:4]=[N:5][CH:6]=[CH:7][CH:8]=1)#[CH:2].ClC1C=C(C=CC=1)C(OO)=[O:14].[OH-].[Ca+2].[OH-]. Product: [C:1]([C:3]1[CH:4]=[N+:5]([O-:14])[CH:6]=[CH:7][CH:8]=1)#[CH:2]. The catalyst class is: 2. (4) Reactant: [C:1]([CH2:4][C:5]1[CH:13]=[CH:12][CH:11]=[C:10]([F:14])[C:6]=1[C:7]([OH:9])=[O:8])([OH:3])=O.[C:15](OC(=O)C)(=O)C.N1C=CC=CC=1.[OH-].[Na+].Cl. Product: [F:14][C:10]1[CH:11]=[CH:12][CH:13]=[C:5]([CH2:4][C:1](=[O:3])[CH3:15])[C:6]=1[C:7]([OH:9])=[O:8]. The catalyst class is: 7. (5) Reactant: [F:1][CH2:2][CH2:3][OH:4].C(N(CC)C(C)C)(C)C.O(S(C(F)(F)F)(=O)=O)S(C(F)(F)F)(=O)=O.[F:29][C:30]1[CH:37]=[C:36](O)[CH:35]=[C:34]([F:39])[C:31]=1[CH:32]=[O:33]. Product: [F:29][C:30]1[CH:37]=[C:36]([O:4][CH2:3][CH2:2][F:1])[CH:35]=[C:34]([F:39])[C:31]=1[CH:32]=[O:33]. The catalyst class is: 2. (6) Reactant: [CH2:1]([O:21][CH2:22][C@H:23]([CH2:25][OH:26])[OH:24])[CH2:2][CH2:3][CH2:4][CH2:5][CH2:6][CH2:7][CH2:8][CH2:9][CH2:10][CH2:11][CH2:12][CH2:13][CH2:14][CH2:15][CH2:16][CH2:17][CH2:18][CH2:19][CH3:20].[C:27]1([C:33]([C:41]2[CH:46]=[CH:45][CH:44]=[CH:43][CH:42]=2)([C:35]2[CH:40]=[CH:39][CH:38]=[CH:37][CH:36]=2)Cl)[CH:32]=[CH:31][CH:30]=[CH:29][CH:28]=1.O1CCCC1.C(#N)C. Product: [CH2:1]([O:21][CH2:22][C@H:23]([CH2:25][O:26][C:33]([C:27]1[CH:32]=[CH:31][CH:30]=[CH:29][CH:28]=1)([C:41]1[CH:42]=[CH:43][CH:44]=[CH:45][CH:46]=1)[C:35]1[CH:36]=[CH:37][CH:38]=[CH:39][CH:40]=1)[OH:24])[CH2:2][CH2:3][CH2:4][CH2:5][CH2:6][CH2:7][CH2:8][CH2:9][CH2:10][CH2:11][CH2:12][CH2:13][CH2:14][CH2:15][CH2:16][CH2:17][CH2:18][CH2:19][CH3:20]. The catalyst class is: 66. (7) Reactant: [Cl:1][CH2:2][C:3]1[CH:8]=[CH:7][N:6]=[C:5]([NH2:9])[CH:4]=1.[CH3:10][N:11](C(OC)OC)C.N[OH:19].Cl. Product: [Cl:1][CH2:2][C:3]1[CH:8]=[CH:7][N:6]=[C:5]([N:9]([OH:19])[CH:10]=[NH:11])[CH:4]=1. The catalyst class is: 41. (8) Reactant: [Cl:1][C:2]1[C:3]([O:13][CH2:14][C:15]2[CH:20]=[CH:19][C:18]([O:21][CH3:22])=[CH:17][CH:16]=2)=[CH:4][C:5]([OH:12])=[C:6]([CH:11]=1)[C:7]([O:9][CH3:10])=[O:8].[O:23]1[CH2:25][C@H:24]1[CH2:26]OS(C1C=CC=C([N+]([O-])=O)C=1)(=O)=O.C([O-])([O-])=O.[Cs+].[Cs+].CCOC(C)=O. Product: [Cl:1][C:2]1[C:3]([O:13][CH2:14][C:15]2[CH:16]=[CH:17][C:18]([O:21][CH3:22])=[CH:19][CH:20]=2)=[CH:4][C:5]([O:12][CH2:26][C@@H:24]2[CH2:25][O:23]2)=[C:6]([CH:11]=1)[C:7]([O:9][CH3:10])=[O:8]. The catalyst class is: 3.